This data is from Full USPTO retrosynthesis dataset with 1.9M reactions from patents (1976-2016). The task is: Predict the reactants needed to synthesize the given product. Given the product [C:31]([C:11]1[CH:12]=[C:13]([NH:14][C:15]([NH:17][C:18]2[CH:23]=[CH:22][C:21]([O:24][C:25]3[CH:26]=[CH:27][N:28]=[CH:29][CH:30]=3)=[CH:20][CH:19]=2)=[O:16])[N:9]([C:6]2[CH:7]=[CH:8][C:3]([CH2:2][NH:1][C:47](=[O:54])[CH2:46][O:45][CH3:44])=[CH:4][CH:5]=2)[N:10]=1)([CH3:34])([CH3:33])[CH3:32], predict the reactants needed to synthesize it. The reactants are: [NH2:1][CH2:2][C:3]1[CH:8]=[CH:7][C:6]([N:9]2[C:13]([NH:14][C:15]([NH:17][C:18]3[CH:23]=[CH:22][C:21]([O:24][C:25]4[CH:30]=[CH:29][N:28]=[CH:27][CH:26]=4)=[CH:20][CH:19]=3)=[O:16])=[CH:12][C:11]([C:31]([CH3:34])([CH3:33])[CH3:32])=[N:10]2)=[CH:5][CH:4]=1.C(N(CC)C(C)C)(C)C.[CH3:44][O:45][CH2:46][CH2:47]C(Cl)=O.C1C[O:54]CC1.